This data is from Full USPTO retrosynthesis dataset with 1.9M reactions from patents (1976-2016). The task is: Predict the reactants needed to synthesize the given product. Given the product [Cl:15][C:12]1[CH:13]=[CH:14][C:9]([NH:8][C:6](=[O:7])[C:5]2[CH:22]=[CH:23][C:2]([N:28]3[CH2:29][CH2:30][CH2:31][N:25]([CH3:24])[CH2:26][CH2:27]3)=[N:3][CH:4]=2)=[CH:10][C:11]=1[C:16]1[CH:21]=[CH:20][CH:19]=[CH:18][N:17]=1, predict the reactants needed to synthesize it. The reactants are: Cl[C:2]1[CH:23]=[CH:22][C:5]([C:6]([NH:8][C:9]2[CH:14]=[CH:13][C:12]([Cl:15])=[C:11]([C:16]3[CH:21]=[CH:20][CH:19]=[CH:18][N:17]=3)[CH:10]=2)=[O:7])=[CH:4][N:3]=1.[CH3:24][N:25]1[CH2:31][CH2:30][CH2:29][NH:28][CH2:27][CH2:26]1.